From a dataset of Full USPTO retrosynthesis dataset with 1.9M reactions from patents (1976-2016). Predict the reactants needed to synthesize the given product. (1) Given the product [O:1]1[CH2:6][CH2:5][CH2:4][CH2:3][CH:2]1[N:7]1[C:11]([C@H:26]2[CH2:30][CH2:29][CH2:28][C@@H:27]2[OH:31])=[CH:10][CH:9]=[N:8]1, predict the reactants needed to synthesize it. The reactants are: [O:1]1[CH2:6][CH2:5][CH2:4][CH2:3][CH:2]1[N:7]1[CH:11]=[CH:10][CH:9]=[N:8]1.C([Li])CCC.B(F)(F)F.CCOCC.[CH:26]12[O:31][CH:27]1[CH2:28][CH2:29][CH2:30]2.C(=O)([O-])O.[Na+]. (2) Given the product [Cl:8][C:9]1[CH:16]=[C:15]([N:17]2[C:21](=[O:22])[C@@H:20]([C:26]([OH:27])([CH3:28])[CH3:25])[C@H:19]([OH:23])[C@@H:18]2[CH3:24])[CH:14]=[CH:13][C:10]=1[C:11]#[N:12], predict the reactants needed to synthesize it. The reactants are: C(NC(C)C)(C)C.[Cl:8][C:9]1[CH:16]=[C:15]([N:17]2[C:21](=[O:22])[CH2:20][C@H:19]([OH:23])[C@@H:18]2[CH3:24])[CH:14]=[CH:13][C:10]=1[C:11]#[N:12].[CH3:25][C:26]([CH3:28])=[O:27].C(O)(=O)C.